From a dataset of Human Reference Interactome with 51,813 positive PPI pairs across 8,248 proteins, plus equal number of experimentally-validated negative pairs. Binary Classification. Given two protein amino acid sequences, predict whether they physically interact or not. (1) Protein 1 (ENSG00000132010) has sequence MMFQDSVAFEDVAVSFTQEEWALLDPSQKNLYRDVMQETFKNLTSVGKTWKVQNIEDEYKNPRRNLSLMREKLCESKESHHCGESFNQIADDMLNRKTLPGITPCESSVCGEVGTGHSSLNTHIRADTGHKSSEYQEYGENPYRNKECKKAFSYLDSFQSHDKACTKEKPYDGKECTETFISHSCIQRHRVMHSGDGPYKCKFCGKAFYFLNLCLIHERIHTGVKPYKCKQCGKAFTRSTTLPVHERTHTGVNADECKECGNAFSFPSEIRRHKRSHTGEKPYECKQCGKVFISFSSIQY.... Result: 1 (the proteins interact). Protein 2 (ENSG00000164440) has sequence XYELREEHLDKIFKHRELQQKLVDAKLEQAQEMMKEAEERHKREKEYLLNQAAEWKLQAKVLKEQETVLQAQVRPGGRGMGVLSSLSPDKKAGAKGGQQKSSYVAGDGGMGIGNEEQLHIYSYFQVKIKAQYYMEANHSEQLSAERQSTPPGDSSSLPSHNGLEKEDGQDSPTPVQPPEKEASVHPDISEELNRQLEDIINTYGSAASTAGKEGSARASEQPENAESPDNEDGDCEETTEEAGREPVASGEPPTVKEPVSNKEQKLEKKILKGLGKEANLLMQNLNKLQTPEEKFDFLFK.... (2) Protein 1 (ENSG00000100593) has sequence MRALRDRAGLLLCVLLLAALLEAALGLPVKKPRLRGPRPGSLTRLAEPPFQVRASSERSPAGARNLALCGVAGQGR*MRALRDRAGLLLCVLLLAALLEAALGLPVKKPRLRGPRPGSLTRLAEVSASPDPRPLKEEEEAPLLPRTHLQAEPHQHGCWTVTEPAAMTPGNATPPRTPEVTPLRLELQKLPGLANTTLSTPNPDTQASASPDPRPLREEEEARLLPRTHLQAELHQHGCWTVTEPAALTPGNATPPRTQEVTPLLLELQKLPELVHATLSTPNPDNQVTIKVVEDPQAEVS.... Protein 2 (ENSG00000112799) has sequence MKGFTATLFLWTLIFPSCSGGGGGKAWPTHVVCSDSGLEVLYQSCDPLQDFGFSVEKCSKQLKSNINIRFGIILREDIKELFLDLALMSQGSSVLNFSYPICEAALPKFSFCGRRKGEQIYYAGPVNNPEFTIPQGEYQVLLELYTEKRSTVACANATIMCS*. Result: 0 (the proteins do not interact). (3) Protein 1 (ENSG00000140382) has sequence MENLMTSSTLPPLFADEDGSKESNDLATTGLNHPEVPYSSGATSSTNNPEFVEDLSQGQLLQSESSNAAEGNEQRHEDEQRSKRGGWSKGRKRKKPLRDSNAPKSPLTGYVRFMNERREQLRAKRPEVPFPEITRMLGNEWSKLPPEEKQRYLDEADRDKERYMKELEQYQKTEAYKVFSRKTQDRQKGKSHRQDAARQATHDHEKETEVKERSVFDIPIFTEEFLNHSKAREAELRQLRKSNMEFEERNAALQKHVESMRTAVEKLEVDVIQERSRNTVLQQHLETLRQVLTSSFASMP.... Protein 2 (ENSG00000184492) has sequence MNLPRAERPRSTPQRSLRDSDGEDGKIDVLGEEEDEDEVEDEEEEASQKFLEQSLQPGLQVARWGGVALPREHIEGGGPSDPSEFGTEFRAPPRSAAASEDARQPAKPPYSYIALITMAILQSPHKRLTLSGICAFISGRFPYYRRKFPAWQNSIRHNLSLNDCFVKIPREPGHPGKGTYWSLDPASQDMFDNGSFLRRRKRFKRHQLTPGAHLPHPFPLPAAHAALHNPRPGPLLGAPALPQPVPGAYPNTAPGRRPYALLHPHPPRYLLLSAPAYAGAPKKAEGADLATPGTLPVLQP.... Result: 1 (the proteins interact).